This data is from Full USPTO retrosynthesis dataset with 1.9M reactions from patents (1976-2016). The task is: Predict the reactants needed to synthesize the given product. Given the product [CH:1]1(/[CH:7]=[CH:8]/[C:9]2[CH:16]=[C:13]([CH:14]([OH:15])[CH2:17][C:18]#[N:19])[CH:12]=[N:11][CH:10]=2)[CH2:6][CH2:5][CH2:4][CH2:3][CH2:2]1, predict the reactants needed to synthesize it. The reactants are: [CH:1]1(/[CH:7]=[CH:8]/[C:9]2[CH:10]=[N:11][CH:12]=[C:13]([CH:16]=2)[CH:14]=[O:15])[CH2:6][CH2:5][CH2:4][CH2:3][CH2:2]1.[CH3:17][C:18]#[N:19].